This data is from Full USPTO retrosynthesis dataset with 1.9M reactions from patents (1976-2016). The task is: Predict the reactants needed to synthesize the given product. (1) Given the product [ClH:32].[CH3:1][C:2]1[CH:7]=[CH:6][CH:5]=[C:4]([CH3:8])[C:3]=1[CH2:9][NH:10][C:11]1[C:12]2[N:13]([C:25]([CH3:29])=[C:26]([CH3:28])[N:27]=2)[CH:14]=[C:15]([C:17]2[C:18](=[O:23])[NH:19][CH:20]=[CH:21][CH:22]=2)[CH:16]=1, predict the reactants needed to synthesize it. The reactants are: [CH3:1][C:2]1[CH:7]=[CH:6][CH:5]=[C:4]([CH3:8])[C:3]=1[CH2:9][NH:10][C:11]1[C:12]2[N:13]([C:25]([CH3:29])=[C:26]([CH3:28])[N:27]=2)[CH:14]=[C:15]([C:17]2[C:18]([O:23]C)=[N:19][CH:20]=[CH:21][CH:22]=2)[CH:16]=1.[I-].[Na+].[Cl:32][Si](C)(C)C.[OH-].[NH4+]. (2) Given the product [N:1]([C:3]1[S:4][C:5]([C:9]([O:11][CH2:12][CH3:13])=[O:10])=[C:6]([CH3:8])[N:7]=1)=[N+:2]=[N-:15], predict the reactants needed to synthesize it. The reactants are: [NH:1]([C:3]1[S:4][C:5]([C:9]([O:11][CH2:12][CH3:13])=[O:10])=[C:6]([CH3:8])[N:7]=1)[NH2:2].Cl.[N:15]([O-])=O.[Na+]. (3) Given the product [CH3:21][O:13][C:12](=[O:14])[CH2:11][C:7]1[C:6]2[CH:5]=[CH:4][C:3]([OH:15])=[C:2]([Cl:1])[C:10]=2[O:9][CH:8]=1, predict the reactants needed to synthesize it. The reactants are: [Cl:1][C:2]1[C:10]2[O:9][CH:8]=[C:7]([CH2:11][C:12]([OH:14])=[O:13])[C:6]=2[CH:5]=[CH:4][C:3]=1[OH:15].OS(O)(=O)=O.[CH3:21]O. (4) Given the product [CH3:12][O:5][C:4](=[O:6])[C:3]1[C:7]([CH3:11])=[CH:8][CH:9]=[CH:10][C:2]=1[NH2:1], predict the reactants needed to synthesize it. The reactants are: [NH2:1][C:2]1[CH:10]=[CH:9][CH:8]=[C:7]([CH3:11])[C:3]=1[C:4]([OH:6])=[O:5].[CH3:12][Si](C=[N+]=[N-])(C)C. (5) Given the product [Cl:11][C:7]1[CH:8]=[CH:9][CH:10]=[C:2]2[C:3]=1[C:4](=[O:5])[NH:6][C:25]([C:24]1[CH:23]=[CH:22][C:21]([N:18]3[CH2:17][CH2:16][N:15]([CH:12]([CH3:14])[CH3:13])[CH2:20][CH2:19]3)=[CH:28][CH:27]=1)=[N:1]2, predict the reactants needed to synthesize it. The reactants are: [NH2:1][C:2]1[CH:10]=[CH:9][CH:8]=[C:7]([Cl:11])[C:3]=1[C:4]([NH2:6])=[O:5].[CH:12]([N:15]1[CH2:20][CH2:19][N:18]([C:21]2[CH:28]=[CH:27][C:24]([CH:25]=O)=[CH:23][CH:22]=2)[CH2:17][CH2:16]1)([CH3:14])[CH3:13].CC1C=CC(S(O)(=O)=O)=CC=1.OS([O-])=O.[Na+]. (6) Given the product [CH:47]1([NH:45][C:41]([C:20]2[N:21]=[C:22]([NH:23][C:15]([C:13]3[N:14]=[C:10]([C:8]4[CH:7]=[CH:6][C:5]5[O:1][CH2:2][CH2:3][C:4]=5[CH:9]=4)[S:11][CH:12]=3)=[O:17])[NH:18][N:19]=2)=[O:40])[CH2:50][CH2:49]1, predict the reactants needed to synthesize it. The reactants are: [O:1]1[C:5]2[CH:6]=[CH:7][C:8]([C:10]3[S:11][CH:12]=[C:13]([C:15]([OH:17])=O)[N:14]=3)=[CH:9][C:4]=2[CH2:3][CH2:2]1.[NH:18]1[C:22]([NH2:23])=[N:21][CH:20]=[N:19]1.F[P-](F)(F)(F)(F)F.N1([O:40][C:41]([N:45]([CH3:47])C)=[N+](C)C)C2C=CC=CC=2N=N1.N1C=CC=[CH:50][CH:49]=1. (7) Given the product [ClH:39].[CH2:18]1[C:19]2[C:24](=[CH:23][CH:22]=[CH:21][CH:20]=2)[CH2:25][C@H:16]([C:14]([NH:13][C@H:11]([C:8]2[CH:7]=[CH:6][C:5]([C:3]([O:2][CH3:1])=[O:4])=[CH:10][CH:9]=2)[CH3:12])=[O:15])[NH:17]1, predict the reactants needed to synthesize it. The reactants are: [CH3:1][O:2][C:3]([C:5]1[CH:10]=[CH:9][C:8]([C@@H:11]([NH:13][C:14]([C@H:16]2[CH2:25][C:24]3[C:19](=[CH:20][CH:21]=[CH:22][CH:23]=3)[CH2:18][N:17]2C(OC(C)(C)C)=O)=[O:15])[CH3:12])=[CH:7][CH:6]=1)=[O:4].O1CCOCC1.[ClH:39]. (8) Given the product [CH3:39][C:2]1([CH3:1])[N:6]([C:7]([O:9][C:10]([CH3:11])([CH3:12])[CH3:13])=[O:8])[C@@:5]([CH3:38])([C:14]2[S:15][C:16]([C:19]3[CH:24]=[CH:23][C:22]([O:25][CH2:26][CH2:27][CH2:28][CH2:29][C:30]4[CH:41]=[CH:40][CH:33]=[CH:32][CH:31]=4)=[C:21]([C:34]([F:37])([F:36])[F:35])[CH:20]=3)=[N:17][N:18]=2)[CH2:4][O:3]1, predict the reactants needed to synthesize it. The reactants are: [CH3:1][C:2]1([CH3:39])[N:6]([C:7]([O:9][C:10]([CH3:13])([CH3:12])[CH3:11])=[O:8])[C@@:5]([CH3:38])([C:14]2[S:15][C:16]([C:19]3[CH:24]=[CH:23][C:22]([O:25][CH2:26][CH2:27][CH2:28][CH2:29][CH2:30][CH2:31][CH2:32][CH3:33])=[C:21]([C:34]([F:37])([F:36])[F:35])[CH:20]=3)=[N:17][N:18]=2)[CH2:4][O:3]1.[C:40](#N)[CH3:41].O. (9) Given the product [O:6]=[C:2]1[CH2:3][CH2:4][CH2:5][N:1]1[C:8]([O:10][C:11]([CH3:14])([CH3:13])[CH3:12])=[O:7], predict the reactants needed to synthesize it. The reactants are: [NH:1]1[CH2:5][CH2:4][CH2:3][C:2]1=[O:6].[O:7](C(OC(C)(C)C)=O)[C:8]([O:10][C:11]([CH3:14])([CH3:13])[CH3:12])=O. (10) Given the product [ClH:1].[NH2:8][CH2:7][C:6]1[CH:12]=[C:2]([Cl:1])[CH:3]=[CH:4][C:5]=1[S:13]([N:14]([CH3:16])[CH3:15])(=[O:17])=[O:18], predict the reactants needed to synthesize it. The reactants are: [Cl:1][C:2]1[CH:3]=[CH:4][C:5]([S:13](=[O:18])(=[O:17])[N:14]([CH3:16])[CH3:15])=[C:6]([CH:12]=1)[CH2:7][NH:8]C(=O)C.Cl.